Predict which catalyst facilitates the given reaction. From a dataset of Catalyst prediction with 721,799 reactions and 888 catalyst types from USPTO. (1) Reactant: [NH2:1][C:2]1[C:7]2=[N:8][CH:9]=[C:10]([C@H:11]3[C@H:15]([OH:16])[C@H:14]([OH:17])[C@@H:13]([CH2:18][OH:19])[O:12]3)[N:6]2[N:5]=[CH:4][N:3]=1.N1C=CN=C1.Cl[Si:26]([CH:39]([CH3:41])[CH3:40])([CH:36]([CH3:38])[CH3:37])[O:27][Si:28](Cl)([CH:32]([CH3:34])[CH3:33])[CH:29]([CH3:31])[CH3:30]. The catalyst class is: 3. Product: [NH2:1][C:2]1[C:7]2=[N:8][CH:9]=[C:10]([C@@H:11]3[O:12][C@H:13]4[C@@H:14]([O:17][Si:26]([CH:36]([CH3:38])[CH3:37])([CH:39]([CH3:41])[CH3:40])[O:27][Si:28]([CH:32]([CH3:34])[CH3:33])([CH:29]([CH3:30])[CH3:31])[O:19][CH2:18]4)[C@H:15]3[OH:16])[N:6]2[N:5]=[CH:4][N:3]=1. (2) Reactant: [C:1]1(=O)[CH2:6][CH2:5][CH2:4][CH2:3][CH2:2]1.[NH2:8][C:9]1[CH:14]=[CH:13][C:12]([CH3:15])=[CH:11][CH:10]=1.C[Si]([C:20]#[N:21])(C)C. Product: [C:12]1([CH3:15])[CH:13]=[CH:14][C:9]([NH:8][C:1]2([C:20]#[N:21])[CH2:6][CH2:5][CH2:4][CH2:3][CH2:2]2)=[CH:10][CH:11]=1. The catalyst class is: 15.